From a dataset of Forward reaction prediction with 1.9M reactions from USPTO patents (1976-2016). Predict the product of the given reaction. (1) Given the reactants [Sn](Cl)(Cl)(Cl)[Cl:2].[CH2:6]([O:8][CH2:9][CH2:10][O:11][C:12]1[CH:17]=[CH:16][C:15]([CH2:18][CH2:19][Ge:20]([CH3:23])(C)[CH3:21])=[CH:14][CH:13]=1)[CH3:7], predict the reaction product. The product is: [CH2:6]([O:8][CH2:9][CH2:10][O:11][C:12]1[CH:17]=[CH:16][C:15]([CH2:18][CH2:19][Ge:20]([Cl:2])([CH3:23])[CH3:21])=[CH:14][CH:13]=1)[CH3:7]. (2) Given the reactants [CH3:1][C:2]1([CH3:34])[CH2:32][C:31](=[O:33])[C:5]2[C:6]([C:9]([NH:11][C:12]3[CH:13]=[CH:14][C:15]([N:18]4[CH2:23][CH2:22][N:21](C(OC(C)(C)C)=O)[CH2:20][CH2:19]4)=[N:16][CH:17]=3)=[O:10])=[CH:7][O:8][C:4]=2[CH2:3]1.Cl.O.C(=O)([O-])[O-].[K+].[K+], predict the reaction product. The product is: [CH3:1][C:2]1([CH3:34])[CH2:32][C:31](=[O:33])[C:5]2[C:6]([C:9]([NH:11][C:12]3[CH:17]=[N:16][C:15]([N:18]4[CH2:19][CH2:20][NH:21][CH2:22][CH2:23]4)=[CH:14][CH:13]=3)=[O:10])=[CH:7][O:8][C:4]=2[CH2:3]1.